Dataset: Reaction yield outcomes from USPTO patents with 853,638 reactions. Task: Predict the reaction yield, written as a fraction of the theoretical maximum amount of product (1.0 means a 100% yield; for example, 0.34 means a 34% yield). The reactants are [Br:1][C:2]1[CH:9]=[CH:8][C:5]([CH:6]=[O:7])=[CH:4][CH:3]=1.[C:10]([Mg]Br)#[C:11][CH3:12].C1COCC1. No catalyst specified. The product is [Br:1][C:2]1[CH:9]=[CH:8][C:5]([C:6](=[O:7])[C:10]#[C:11][CH3:12])=[CH:4][CH:3]=1. The yield is 0.830.